This data is from Reaction yield outcomes from USPTO patents with 853,638 reactions. The task is: Predict the reaction yield, written as a fraction of the theoretical maximum amount of product (1.0 means a 100% yield; for example, 0.34 means a 34% yield). (1) The reactants are [CH3:1][O:2][C:3]1[C:13]2[C:12]([C:14]3[CH:15]=[C:16]([CH:19]=[CH:20][CH:21]=3)[C:17]#[N:18])=[N:11][CH2:10][C:9](=[O:22])[NH:8][C:7]=2[CH:6]=[C:5]([O:23][CH3:24])[C:4]=1[C:25]1[CH:30]=[CH:29][CH:28]=[CH:27][CH:26]=1.CI.[CH2:33](I)[CH2:34][CH3:35]. No catalyst specified. The product is [CH3:1][O:2][C:3]1[C:13]2[C:12]([C:14]3[CH:15]=[C:16]([CH:19]=[CH:20][CH:21]=3)[C:17]#[N:18])=[N:11][CH2:10][C:9](=[O:22])[N:8]([CH2:33][CH2:34][CH3:35])[C:7]=2[CH:6]=[C:5]([O:23][CH3:24])[C:4]=1[C:25]1[CH:30]=[CH:29][CH:28]=[CH:27][CH:26]=1. The yield is -0.760. (2) The reactants are [NH2:1][C:2]1[C:7]2[CH:8]=[C:9]([Br:11])[S:10][C:6]=2[C:5]([C:12]#[N:13])=[CH:4][N:3]=1.S(=O)(=O)(O)[OH:15]. No catalyst specified. The product is [NH2:1][C:2]1[C:7]2[CH:8]=[C:9]([Br:11])[S:10][C:6]=2[C:5]([C:12]([NH2:13])=[O:15])=[CH:4][N:3]=1. The yield is 0.890. (3) The reactants are C(N(CC)CC)C.Cl[C:9](Cl)([O:11]C(=O)OC(Cl)(Cl)Cl)Cl.[CH3:20][C:21]1[CH:30]=[CH:29][C:28]2[C:23](=[CH:24][CH:25]=[CH:26][C:27]=2[N:31]2[CH2:36][CH2:35][N:34]([CH2:37][CH2:38][C:39]3[CH:40]=[C:41]([CH:43]=[CH:44][CH:45]=3)[NH2:42])[CH2:33][CH2:32]2)[N:22]=1.C(N(C(C)C)CC)(C)C.[Cl:55][C:56]1[CH:57]=[CH:58][C:59]2[O:63][C:62]([NH2:64])=[N:61][C:60]=2[CH:65]=1. The catalyst is ClCCl.C(#N)C. The product is [Cl:55][C:56]1[CH:57]=[CH:58][C:59]2[O:63][C:62]([NH:64][C:9]([NH:42][C:41]3[CH:43]=[CH:44][CH:45]=[C:39]([CH2:38][CH2:37][N:34]4[CH2:33][CH2:32][N:31]([C:27]5[CH:26]=[CH:25][CH:24]=[C:23]6[C:28]=5[CH:29]=[CH:30][C:21]([CH3:20])=[N:22]6)[CH2:36][CH2:35]4)[CH:40]=3)=[O:11])=[N:61][C:60]=2[CH:65]=1. The yield is 0.470. (4) The reactants are Cl[S:2]([C:5]1[CH:6]=[C:7]2[C:11](=[CH:12][CH:13]=1)[NH:10][C:9](=[O:14])[CH2:8]2)(=[O:4])=[O:3].[OH-].[NH4+:16]. The catalyst is C(O)C. The product is [NH2:16][S:2]([C:5]1[CH:6]=[C:7]2[C:11](=[CH:12][CH:13]=1)[NH:10][C:9](=[O:14])[CH2:8]2)(=[O:4])=[O:3]. The yield is 0.200.